Dataset: Reaction yield outcomes from USPTO patents with 853,638 reactions. Task: Predict the reaction yield, written as a fraction of the theoretical maximum amount of product (1.0 means a 100% yield; for example, 0.34 means a 34% yield). (1) The reactants are Cl[C:2]1[N:7]2[CH:8]=[CH:9][N:10]=[C:6]2[CH:5]=[C:4]([C:11]2[CH:12]=[N:13][N:14]([CH3:16])[CH:15]=2)[N:3]=1.CC1(C)C(C)(C)OB([C:25]2[CH:26]=[N:27][N:28]([C:30]3([CH:41]=[CH2:42])[CH2:33][N:32]([C:34]([O:36][C:37]([CH3:40])([CH3:39])[CH3:38])=[O:35])[CH2:31]3)[CH:29]=2)O1.C(=O)([O-])[O-].[K+].[K+]. The catalyst is C(#N)C.O.C1C=CC([P]([Pd]([P](C2C=CC=CC=2)(C2C=CC=CC=2)C2C=CC=CC=2)([P](C2C=CC=CC=2)(C2C=CC=CC=2)C2C=CC=CC=2)[P](C2C=CC=CC=2)(C2C=CC=CC=2)C2C=CC=CC=2)(C2C=CC=CC=2)C2C=CC=CC=2)=CC=1. The product is [CH3:16][N:14]1[CH:15]=[C:11]([C:4]2[N:3]=[C:2]([C:25]3[CH:26]=[N:27][N:28]([C:30]4([CH:41]=[CH2:42])[CH2:31][N:32]([C:34]([O:36][C:37]([CH3:39])([CH3:38])[CH3:40])=[O:35])[CH2:33]4)[CH:29]=3)[N:7]3[CH:8]=[CH:9][N:10]=[C:6]3[CH:5]=2)[CH:12]=[N:13]1. The yield is 0.400. (2) The reactants are [OH:1][CH2:2][CH2:3][N:4]1[CH:12]=[N:11][C:10]2[C:5]1=[N:6][CH:7]=[N:8][C:9]=2[NH2:13].CC(C)[O-].[Mg+2].CC(C)[O-].CC(C)([O-])C.[Mg+2].CC(C)([O-])C.C1(C)C=CC(S(O[CH2:44][P:45](=[O:52])([O:49]CC)[O:46]CC)(=O)=O)=CC=1.Br[Si](C)(C)C. The catalyst is CN(C=O)C.O. The product is [P:45]([CH2:44][O:1][CH2:2][CH2:3][N:4]1[CH:12]=[N:11][C:10]2[C:5]1=[N:6][CH:7]=[N:8][C:9]=2[NH2:13])([OH:52])([OH:49])=[O:46]. The yield is 0.654. (3) The reactants are [OH:1][C:2]1[CH:3]=[N:4][C:5]2[N:6]([N:8]=[C:9]([C:21]3[CH:26]=[CH:25][CH:24]=[CH:23][CH:22]=3)[C:10]=2[CH2:11][N:12]2[CH2:16][CH:15]([CH2:17][CH2:18][CH3:19])[CH2:14][C:13]2=[O:20])[CH:7]=1.IC.[C:29]([O-])([O-])=O.[K+].[K+]. The catalyst is CC(C)=O. The product is [CH3:29][O:1][C:2]1[CH:3]=[N:4][C:5]2[N:6]([N:8]=[C:9]([C:21]3[CH:22]=[CH:23][CH:24]=[CH:25][CH:26]=3)[C:10]=2[CH2:11][N:12]2[CH2:16][CH:15]([CH2:17][CH2:18][CH3:19])[CH2:14][C:13]2=[O:20])[CH:7]=1. The yield is 0.300. (4) The reactants are [C:1]([O:5][C:6]([N:8]1[CH2:12][CH2:11][CH2:10][C:9]1([CH2:34][C:35]1[CH:40]=[CH:39][CH:38]=[CH:37][CH:36]=1)[C:13]([C:15]1[CH:16]=[C:17]2[C:21](=[CH:22][CH:23]=1)[N:20]([Si](C(C)C)(C(C)C)C(C)C)[CH:19]=[CH:18]2)=[O:14])=[O:7])([CH3:4])([CH3:3])[CH3:2].C[N+](C)(C)C.[F-]. The catalyst is C1COCC1. The product is [C:1]([O:5][C:6]([N:8]1[CH2:12][CH2:11][CH2:10][C:9]1([CH2:34][C:35]1[CH:36]=[CH:37][CH:38]=[CH:39][CH:40]=1)[C:13]([C:15]1[CH:16]=[C:17]2[C:21](=[CH:22][CH:23]=1)[NH:20][CH:19]=[CH:18]2)=[O:14])=[O:7])([CH3:4])([CH3:2])[CH3:3]. The yield is 0.430. (5) The reactants are [CH3:1][Mg]Br.[F:4][C:5]1[CH:10]=[CH:9][CH:8]=[CH:7][C:6]=1[C:11]1[N:12]=[N:13][N:14]2[C:23]3[C:18](=[CH:19][CH:20]=[CH:21][CH:22]=3)[C:17]([N:24]3[CH2:29][CH2:28][C:27](=[O:30])[CH2:26][CH2:25]3)=[N:16][C:15]=12. The catalyst is O1CCCC1.O.C(O)(=O)CC(CC(O)=O)(C(O)=O)O. The product is [F:4][C:5]1[CH:10]=[CH:9][CH:8]=[CH:7][C:6]=1[C:11]1[N:12]=[N:13][N:14]2[C:23]3[C:18](=[CH:19][CH:20]=[CH:21][CH:22]=3)[C:17]([N:24]3[CH2:25][CH2:26][C:27]([OH:30])([CH3:1])[CH2:28][CH2:29]3)=[N:16][C:15]=12. The yield is 0.470. (6) The reactants are [I-].[CH:2]([P+](C1C=CC=CC=1)(C1C=CC=CC=1)C1C=CC=CC=1)([CH3:4])[CH3:3].[Br:24][C:25]1[CH:37]=[CH:36][C:28]([CH:29]=[CH:30][C:31]([O:33][CH2:34][CH3:35])=[O:32])=[CH:27][CH:26]=1. The product is [Br:24][C:25]1[CH:26]=[CH:27][C:28]([C@H:29]2[C@H:30]([C:31]([O:33][CH2:34][CH3:35])=[O:32])[C:2]2([CH3:4])[CH3:3])=[CH:36][CH:37]=1. The yield is 0.540. No catalyst specified. (7) The reactants are [Cl:1][C:2]1[CH:7]=[CH:6][N:5]=[C:4]([OH:8])[CH:3]=1.[CH3:9]I. No catalyst specified. The product is [Cl:1][C:2]1[CH:7]=[CH:6][N:5]=[C:4]([O:8][CH3:9])[CH:3]=1. The yield is 0.580.